From a dataset of Catalyst prediction with 721,799 reactions and 888 catalyst types from USPTO. Predict which catalyst facilitates the given reaction. (1) The catalyst class is: 1. Reactant: [C:1]([O:5][C:6]([N:8]1[CH2:13][CH2:12][CH:11]([CH2:14][CH2:15][C:16](=[O:26])[NH:17][C:18]2[CH:23]=[CH:22][C:21]([Cl:24])=[C:20]([Cl:25])[CH:19]=2)[CH2:10][CH2:9]1)=[O:7])([CH3:4])([CH3:3])[CH3:2].[H-].[Na+].[CH2:29](I)[CH3:30].[Na]. Product: [C:1]([O:5][C:6]([N:8]1[CH2:9][CH2:10][CH:11]([CH2:14][CH2:15][C:16](=[O:26])[N:17]([C:18]2[CH:23]=[CH:22][C:21]([Cl:24])=[C:20]([Cl:25])[CH:19]=2)[CH2:29][CH3:30])[CH2:12][CH2:13]1)=[O:7])([CH3:4])([CH3:2])[CH3:3]. (2) Reactant: [Br:1][C:2]1[CH:11]=[C:10]2[C:5]([C:6](Cl)=[C:7]([N+:12]([O-:14])=[O:13])[CH:8]=[N:9]2)=[CH:4][CH:3]=1.C(N(CC)CC)C.[CH2:23]([NH2:27])[CH:24]([CH3:26])[CH3:25].O. Product: [Br:1][C:2]1[CH:11]=[C:10]2[C:5]([C:6]([NH:27][CH2:23][CH:24]([CH3:26])[CH3:25])=[C:7]([N+:12]([O-:14])=[O:13])[CH:8]=[N:9]2)=[CH:4][CH:3]=1. The catalyst class is: 3. (3) Reactant: [C:1]1([C:3](=[CH:5][CH:6]=[CH:7][CH:8]=1)[OH:4])[OH:2].C[O-].[Cu+2:11].C[O-]. Product: [C:1]1([C:3](=[CH:5][CH:6]=[CH:7][CH:8]=1)[O-:4])[O-:2].[Cu+2:11]. The catalyst class is: 11. (4) Reactant: [I:1][C:2]1[CH:3]=[C:4]2[C:8](=[CH:9][CH:10]=1)[NH:7][C:6](=[O:11])[C:5]2=[O:12].[N+:13]([CH3:16])([O-:15])=[O:14]. Product: [OH:12][C:5]1([CH2:16][N+:13]([O-:15])=[O:14])[C:4]2[C:8](=[CH:9][CH:10]=[C:2]([I:1])[CH:3]=2)[NH:7][C:6]1=[O:11]. The catalyst class is: 6. (5) Reactant: [CH3:1][S:2]([NH2:5])(=[O:4])=[O:3].[H-].[Na+].C([N+](CCCC)(CCCC)CCCC)CCC.Cl[CH2:26][CH2:27][CH2:28][N:29]1[C:33]([CH3:34])=[CH:32][C:31]2[CH:35]=[C:36]([C:38]([C:40]3[CH:45]=[CH:44][C:43]([O:46][CH3:47])=[CH:42][CH:41]=3)=[O:39])[S:37][C:30]1=2. Product: [CH3:47][O:46][C:43]1[CH:44]=[CH:45][C:40]([C:38]([C:36]2[S:37][C:30]3[N:29]([CH2:28][CH2:27][CH2:26][NH:5][S:2]([CH3:1])(=[O:4])=[O:3])[C:33]([CH3:34])=[CH:32][C:31]=3[CH:35]=2)=[O:39])=[CH:41][CH:42]=1. The catalyst class is: 3.